This data is from Catalyst prediction with 721,799 reactions and 888 catalyst types from USPTO. The task is: Predict which catalyst facilitates the given reaction. Reactant: [C:1]([NH:8][C@@H:9]([C:14]([OH:16])=O)[C:10]([CH3:13])([CH3:12])[CH3:11])([O:3][C:4]([CH3:7])([CH3:6])[CH3:5])=[O:2].[CH:17]1[CH:18]=CC2N(O)N=[N:23][C:21]=2[CH:22]=1.C(Cl)CCl.N1CCCC1.C(N(CC)C(C)C)(C)C. Product: [CH3:13][C:10]([CH3:11])([CH3:12])[C@@H:9]([NH:8][C:1](=[O:2])[O:3][C:4]([CH3:5])([CH3:6])[CH3:7])[C:14](=[O:16])[N:23]1[CH2:18][CH2:17][CH2:22][CH2:21]1. The catalyst class is: 3.